From a dataset of Forward reaction prediction with 1.9M reactions from USPTO patents (1976-2016). Predict the product of the given reaction. (1) Given the reactants [NH2:1][C:2]1[CH:3]=[CH:4][CH:5]=[C:6]2[C:10]=1[C:9](=[O:11])[N:8]([CH:12]([C:18]1[CH:23]=[CH:22][C:21]([O:24][CH3:25])=[C:20]([O:26][CH2:27][CH3:28])[CH:19]=1)[CH2:13][S:14]([CH3:17])(=[O:16])=[O:15])[CH2:7]2.[CH:29]1([CH:32]=O)[CH2:31][CH2:30]1.C(O)(=O)C.C(O[BH-](OC(=O)C)OC(=O)C)(=O)C.[Na+], predict the reaction product. The product is: [CH:29]1([CH2:32][NH:1][C:2]2[CH:3]=[CH:4][CH:5]=[C:6]3[C:10]=2[C:9](=[O:11])[N:8]([C@@H:12]([C:18]2[CH:23]=[CH:22][C:21]([O:24][CH3:25])=[C:20]([O:26][CH2:27][CH3:28])[CH:19]=2)[CH2:13][S:14]([CH3:17])(=[O:15])=[O:16])[CH2:7]3)[CH2:31][CH2:30]1. (2) Given the reactants [F:1][C:2]([F:25])([F:24])[C:3]1[CH:19]=[C:18]([C:20]([F:23])([F:22])[F:21])[CH:17]=[CH:16][C:4]=1[CH2:5][O:6][C:7]1[CH:14]=[CH:13][C:10]([CH:11]=O)=[CH:9][C:8]=1[CH3:15].[S:26]1[CH2:30][C:29](=[O:31])[NH:28][C:27]1=[O:32].N1CCCCC1, predict the reaction product. The product is: [F:1][C:2]([F:24])([F:25])[C:3]1[CH:19]=[C:18]([C:20]([F:23])([F:22])[F:21])[CH:17]=[CH:16][C:4]=1[CH2:5][O:6][C:7]1[CH:14]=[CH:13][C:10](/[CH:11]=[C:30]2/[C:29](=[O:31])[NH:28][C:27](=[O:32])[S:26]/2)=[CH:9][C:8]=1[CH3:15]. (3) Given the reactants C(O[C:6](=O)[N:7]([C@@H:9]([CH2:49][OH:50])[C:10]([NH:12][C@@H:13]([CH:41]1[CH2:46][CH2:45][C:44]([F:48])([F:47])[CH2:43][CH2:42]1)[C:14]([N:16]1[C@H:21]([C:22](=[O:34])[NH:23][C@H:24]2[C:33]3[C:28](=[CH:29][CH:30]=[CH:31][CH:32]=3)[O:27][CH2:26][CH2:25]2)[CH2:20][N:19]2[CH2:35][C@H:36]([O:38][CH2:39][CH3:40])[CH2:37][C@@H:18]2[CH2:17]1)=[O:15])=[O:11])C)(C)(C)C, predict the reaction product. The product is: [F:48][C:44]1([F:47])[CH2:45][CH2:46][CH:41]([C@H:13]([NH:12][C:10](=[O:11])[C@H:9]([CH2:49][OH:50])[NH:7][CH3:6])[C:14]([N:16]2[C@H:21]([C:22]([NH:23][C@H:24]3[C:33]4[C:28](=[CH:29][CH:30]=[CH:31][CH:32]=4)[O:27][CH2:26][CH2:25]3)=[O:34])[CH2:20][N:19]3[CH2:35][C@H:36]([O:38][CH2:39][CH3:40])[CH2:37][C@@H:18]3[CH2:17]2)=[O:15])[CH2:42][CH2:43]1. (4) Given the reactants [CH2:1]([O:3][C:4](=[O:16])[C:5]([O:8][C:9]1[CH:14]=[CH:13][CH:12]=[C:11]([NH2:15])[CH:10]=1)([CH3:7])[CH3:6])[CH3:2].C(CC(=O)C)(=O)C.[C:24]1(C)[CH:29]=[CH:28][CH:27]=[CH:26][CH:25]=1, predict the reaction product. The product is: [CH2:1]([O:3][C:4](=[O:16])[C:5]([O:8][C:9]1[CH:14]=[CH:13][CH:12]=[C:11]([N:15]2[C:26]([CH3:27])=[CH:25][CH:24]=[C:29]2[CH3:28])[CH:10]=1)([CH3:7])[CH3:6])[CH3:2].